Dataset: Drug-target binding data from BindingDB using Ki measurements. Task: Regression. Given a target protein amino acid sequence and a drug SMILES string, predict the binding affinity score between them. We predict pKi (pKi = -log10(Ki in M); higher means stronger inhibition). Dataset: bindingdb_ki. The small molecule is COc1ccccc1N1CCN(CCCCn2ncc(=O)n(C)c2=O)CC1. The target protein sequence is GAFCIPLYVPYVLTGRWPFGRGLCKLWLVVDYLLCTSSVFNIVLISYDRFLSVTRAVSYRAQQGDTRRAVQKMVLVWVLAFLLYGPAILSWEYLSGGSSIPEGHCYAEFFYNWYFLITASTLEFFTPFLSVTFFNLSIYLNIQRRTRVRLDGVREAATTELPPEAQPSPPPAAPSCWGCWQKGCGEAVPLHRYGVGVSEVTPGPEAGEVALGGGSGGGAAASPTSSSGSSSRGTERPRSLKRGSKPSASSASLEKRMKMVSQSITQRFRLSRDKKVAKSLAVIVSIFGLCWAPYTLLMIIRAACHGHCIPDYWYETSFWLLWANSAVNPVLYPLCHYSFRRAFTKLLCPQKLKIQPHSSLEHCWK. The pKi is 5.0.